This data is from Catalyst prediction with 721,799 reactions and 888 catalyst types from USPTO. The task is: Predict which catalyst facilitates the given reaction. (1) Reactant: COC([C:7]1[S:8][CH:9]=[CH:10][CH:11]=1)C(O)=O.[F:12][C:13]([F:18])([F:17])[C:14]([OH:16])=[O:15].[CH3:19][N:20]1[CH2:25][CH2:24][CH:23]([O:26][C:27]2[CH:32]=[CH:31][C:30]([C:33]3[C:41]4[C:36](=[CH:37][CH:38]=[C:39]([NH2:42])[CH:40]=4)[NH:35][N:34]=3)=[CH:29][CH:28]=2)[CH2:22][CH2:21]1.CCN(C(C)C)C(C)C.CN([C:55]([O:59]N1N=NC2C=CC=CC1=2)=[N+](C)C)C.[B-](F)(F)(F)F. Product: [CH3:55][O:59][CH:13]([C:10]1[CH:11]=[CH:7][S:8][CH:9]=1)[C:14]([NH:42][C:39]1[CH:40]=[C:41]2[C:36](=[CH:37][CH:38]=1)[NH:35][N:34]=[C:33]2[C:30]1[CH:31]=[CH:32][C:27]([O:26][CH:23]2[CH2:22][CH2:21][N:20]([CH3:19])[CH2:25][CH2:24]2)=[CH:28][CH:29]=1)=[O:16].[C:14]([OH:16])([C:13]([F:18])([F:17])[F:12])=[O:15]. The catalyst class is: 3. (2) Reactant: [I-].[Na+].Cl[Si](C)(C)C.C1(C)C=CC(S(O)(=O)=O)=CC=1.[CH3:19][O:20][C:21](=[O:40])[C@H:22]([C:33]1[CH:38]=[CH:37][CH:36]=[CH:35][C:34]=1[Cl:39])[N:23]1[CH2:28][CH:27](O)[C:26]2[S:30][CH:31]=[CH:32][C:25]=2[CH2:24]1.C(=O)(O)[O-].[Na+]. Product: [CH3:19][O:20][C:21]([C@@H:22]([N:23]1[CH2:24][C:25]2[CH:32]=[CH:31][S:30][C:26]=2[CH2:27][CH2:28]1)[C:33]1[CH:38]=[CH:37][CH:36]=[CH:35][C:34]=1[Cl:39])=[O:40]. The catalyst class is: 10. (3) The catalyst class is: 2. Reactant: [CH3:1][O:2][C:3]1[CH:8]=[C:7]([CH3:9])[C:6]([S:10]([N:13]2[CH2:18][CH2:17][CH2:16][CH2:15][CH:14]2[CH2:19][CH2:20][CH2:21][OH:22])(=[O:12])=[O:11])=[C:5]([CH3:23])[CH:4]=1.C(N(CC)CC)C.[CH3:31][S:32](Cl)(=[O:34])=[O:33]. Product: [CH3:31][S:32]([O:22][CH2:21][CH2:20][CH2:19][CH:14]1[CH2:15][CH2:16][CH2:17][CH2:18][N:13]1[S:10]([C:6]1[C:5]([CH3:23])=[CH:4][C:3]([O:2][CH3:1])=[CH:8][C:7]=1[CH3:9])(=[O:11])=[O:12])(=[O:34])=[O:33]. (4) Reactant: [CH2:1]([O:8][C:9]1[CH:14]=[CH:13][C:12]([C:15]2[N:19]([CH:20]3[CH2:25][CH2:24][CH2:23][CH2:22][CH2:21]3)[C:18]3[CH:26]=[CH:27][C:28]([C:30]([O:32]C)=[O:31])=[CH:29][C:17]=3[N:16]=2)=[CH:11][CH:10]=1)[C:2]1[CH:7]=[CH:6][CH:5]=[CH:4][CH:3]=1.[OH-].[Na+]. Product: [CH2:1]([O:8][C:9]1[CH:14]=[CH:13][C:12]([C:15]2[N:19]([CH:20]3[CH2:21][CH2:22][CH2:23][CH2:24][CH2:25]3)[C:18]3[CH:26]=[CH:27][C:28]([C:30]([OH:32])=[O:31])=[CH:29][C:17]=3[N:16]=2)=[CH:11][CH:10]=1)[C:2]1[CH:7]=[CH:6][CH:5]=[CH:4][CH:3]=1. The catalyst class is: 214.